Dataset: Forward reaction prediction with 1.9M reactions from USPTO patents (1976-2016). Task: Predict the product of the given reaction. (1) Given the reactants [H-].[Na+].[CH:3]1[CH:8]=[CH:7][C:6]([NH:9][C:10]([CH2:12][C:13]([NH:15][C:16]2[CH:21]=[CH:20][CH:19]=[CH:18][CH:17]=2)=[O:14])=[O:11])=[CH:5][CH:4]=1.F[C:23]1[CH:32]=[CH:31][C:26]([C:27]([O:29][CH3:30])=[O:28])=[CH:25][N:24]=1, predict the reaction product. The product is: [NH:9]([C:10](=[O:11])[CH:12]([C:23]1[CH:32]=[CH:31][C:26]([C:27]([O:29][CH3:30])=[O:28])=[CH:25][N:24]=1)[C:13]([NH:15][C:16]1[CH:21]=[CH:20][CH:19]=[CH:18][CH:17]=1)=[O:14])[C:6]1[CH:5]=[CH:4][CH:3]=[CH:8][CH:7]=1. (2) Given the reactants [CH2:1]([O:3][CH2:4][CH2:5][CH2:6][NH2:7])[CH3:2].Cl[C:9]1[CH:14]=[C:13]([C:15]2[CH:20]=[CH:19][CH:18]=[CH:17][CH:16]=2)[N:12]=[C:11]([NH2:21])[N:10]=1, predict the reaction product. The product is: [CH2:1]([O:3][CH2:4][CH2:5][CH2:6][NH:7][C:9]1[CH:14]=[C:13]([C:15]2[CH:20]=[CH:19][CH:18]=[CH:17][CH:16]=2)[N:12]=[C:11]([NH2:21])[N:10]=1)[CH3:2]. (3) Given the reactants [Cl:1][C:2]1[CH:3]=[C:4]2[C:9](=[C:10]([F:12])[CH:11]=1)[O:8][C:7]([CH3:14])([CH3:13])[CH:6]=[C:5]2[CH2:15][NH2:16].[CH3:17][C:18]1[N:19]=[CH:20][N:21]([C:23]2[C:32](=[O:33])[N:31]3[C:26]([C:27](=O)[O:28][CH2:29][CH2:30]3)=[CH:25][CH:24]=2)[CH:22]=1.N1CCCN2CCCN=C12.FC(F)(F)C(OCC)=O.[OH-].[Na+], predict the reaction product. The product is: [Cl:1][C:2]1[CH:3]=[C:4]2[C:9](=[C:10]([F:12])[CH:11]=1)[O:8][C:7]([CH3:13])([CH3:14])[CH:6]=[C:5]2[CH2:15][N:16]1[CH2:29][CH2:30][N:31]2[C:32](=[O:33])[C:23]([N:21]3[CH:22]=[C:18]([CH3:17])[N:19]=[CH:20]3)=[CH:24][CH:25]=[C:26]2[C:27]1=[O:28].